Dataset: Full USPTO retrosynthesis dataset with 1.9M reactions from patents (1976-2016). Task: Predict the reactants needed to synthesize the given product. (1) Given the product [C:1]([C:3]1[CH:4]=[N:5][N:6]2[CH:11]=[CH:10][C:9]([C:12]3[CH:13]=[CH:14][C:15]([C:16]([N:55]4[CH2:54][CH2:53][N:52]([C:58]([O:60][C:61]([CH3:64])([CH3:63])[CH3:62])=[O:59])[CH2:57][CH2:56]4)=[O:18])=[CH:19][CH:20]=3)=[N:8][C:7]=12)#[CH:2], predict the reactants needed to synthesize it. The reactants are: [C:1]([C:3]1[CH:4]=[N:5][N:6]2[CH:11]=[CH:10][C:9]([C:12]3[CH:20]=[CH:19][C:15]([C:16]([OH:18])=O)=[CH:14][CH:13]=3)=[N:8][C:7]=12)#[CH:2].CN1CCOCC1.CN(C(ON1N=NC2C=CC=NC1=2)=[N+](C)C)C.F[P-](F)(F)(F)(F)F.[N:52]1([C:58]([O:60][C:61]([CH3:64])([CH3:63])[CH3:62])=[O:59])[CH2:57][CH2:56][NH:55][CH2:54][CH2:53]1. (2) Given the product [N:17]([CH:2]1[C:11]2[C:6](=[CH:7][CH:8]=[C:9]([O:12][CH3:13])[CH:10]=2)[C:5](=[O:14])[C:4]([CH3:16])([CH3:15])[CH2:3]1)=[N+:18]=[N-:19], predict the reactants needed to synthesize it. The reactants are: Br[CH:2]1[C:11]2[C:6](=[CH:7][CH:8]=[C:9]([O:12][CH3:13])[CH:10]=2)[C:5](=[O:14])[C:4]([CH3:16])([CH3:15])[CH2:3]1.[N:17]([Na])=[N+:18]=[N-:19]. (3) Given the product [CH3:1][O:2][C:3](=[O:17])[C@@H:4]([O:14][CH2:15][CH3:16])[CH2:5][C:6]1[CH:11]=[CH:10][C:9]([O:12][CH2:19][C:20]2[N:21]=[C:22]([C:26]3[CH:31]=[CH:30][CH:29]=[CH:28][CH:27]=3)[O:23][C:24]=2[CH3:25])=[CH:8][C:7]=1[CH3:13], predict the reactants needed to synthesize it. The reactants are: [CH3:1][O:2][C:3](=[O:17])[C@@H:4]([O:14][CH2:15][CH3:16])[CH2:5][C:6]1[CH:11]=[CH:10][C:9]([OH:12])=[CH:8][C:7]=1[CH3:13].Cl[CH2:19][C:20]1[N:21]=[C:22]([C:26]2[CH:31]=[CH:30][CH:29]=[CH:28][CH:27]=2)[O:23][C:24]=1[CH3:25].C(=O)([O-])[O-].[Cs+].[Cs+].[I-].[K+].